From a dataset of CYP2C9 inhibition data for predicting drug metabolism from PubChem BioAssay. Regression/Classification. Given a drug SMILES string, predict its absorption, distribution, metabolism, or excretion properties. Task type varies by dataset: regression for continuous measurements (e.g., permeability, clearance, half-life) or binary classification for categorical outcomes (e.g., BBB penetration, CYP inhibition). Dataset: cyp2c9_veith. (1) The drug is Cc1ccc(OCC(=O)Nn2cnc3ccccc32)cc1. The result is 0 (non-inhibitor). (2) The compound is O=C1C2C3C=CC(C3)C2C(=O)N1/N=C/c1cn(Cc2ccccc2)c2ccccc12. The result is 0 (non-inhibitor). (3) The compound is O=C(CN(c1ccccc1)S(=O)(=O)c1ccccc1)NCCSCc1ccco1. The result is 1 (inhibitor). (4) The molecule is C[C@@H](Cc1cccc(C(F)(F)F)c1)NCCCc1ccccc1. The result is 0 (non-inhibitor). (5) The molecule is COc1ccc(NC(=O)COC(=O)c2c3c(nc4ccccc24)CCCC3)cc1. The result is 1 (inhibitor).